Dataset: Kir2.1 potassium channel HTS with 301,493 compounds. Task: Binary Classification. Given a drug SMILES string, predict its activity (active/inactive) in a high-throughput screening assay against a specified biological target. (1) The drug is Clc1c(N\C=C2\C(O)=CC(=O)C=C2)cc(Cl)c(NC(=O)C)c1. The result is 0 (inactive). (2) The compound is Clc1cc(c2nn3c(N4CC(O)CCC4)c4CCCc4nc3c2)ccc1. The result is 0 (inactive). (3) The compound is O(Cc1nc2n([nH]c(n2)C)c(=O)c1)C. The result is 0 (inactive). (4) The compound is S1(=O)(=O)Cc2c(n(nc2C(=O)NCCCN2CCC(CC2)C)C)c2c1cccc2. The result is 0 (inactive).